This data is from Forward reaction prediction with 1.9M reactions from USPTO patents (1976-2016). The task is: Predict the product of the given reaction. (1) Given the reactants [C:1]([O:4][C@H:5]1[CH2:10][CH2:9][C@H:8]2[C@H:11]3[C@H:21]([CH2:22][CH2:23][C@:6]12[CH3:7])[C@:19]1([CH3:20])[C:14](=[CH:15][C:16](=[O:24])[CH2:17][CH2:18]1)[C:13](=[CH2:25])[CH2:12]3)(=[O:3])[CH3:2].C1(Cl)C(=O)C(Cl)=C(Cl)C(=O)C=1Cl.FC(F)(F)S(O)(=O)=O.C[Si](C1NC=CN=1)(C)C, predict the reaction product. The product is: [C:1]([O:4][C@H:5]1[CH2:10][CH2:9][C@H:8]2[C@H:11]3[C@H:21]([CH2:22][CH2:23][C@:6]12[CH3:7])[C@:19]1([CH3:20])[C:14](=[CH:15][C:16](=[O:24])[CH:17]=[CH:18]1)[C:13](=[CH2:25])[CH2:12]3)(=[O:3])[CH3:2]. (2) Given the reactants [Br-].[CH3:2][N+:3]([CH3:21])=[C:4]1[C:8]([C:15]2[CH:20]=[CH:19][CH:18]=[CH:17][CH:16]=2)([C:9]2[CH:14]=[CH:13][CH:12]=[CH:11][CH:10]=2)[CH2:7][CH2:6][O:5]1.[OH:22][C:23]1[CH:28]=[CH:27][CH:26]=[CH:25][C:24]=1[C:29]1([OH:35])[CH2:34][CH2:33][NH:32][CH2:31][CH2:30]1.C(=O)([O-])[O-].[Na+].[Na+].O, predict the reaction product. The product is: [OH:22][C:23]1[CH:28]=[CH:27][CH:26]=[CH:25][C:24]=1[C:29]1([OH:35])[CH2:30][CH2:31][N:32]([CH2:6][CH2:7][C:8]([C:9]2[CH:10]=[CH:11][CH:12]=[CH:13][CH:14]=2)([C:15]2[CH:16]=[CH:17][CH:18]=[CH:19][CH:20]=2)[C:4]([N:3]([CH3:21])[CH3:2])=[O:5])[CH2:33][CH2:34]1. (3) Given the reactants [CH3:1][O:2][C:3]([C:5]1([C:8]2[CH:13]=[CH:12][C:11](B3OC(C)(C)C(C)(C)O3)=[CH:10][CH:9]=2)[CH2:7][CH2:6]1)=[O:4].[F:23][C:24]([F:51])([F:50])[C:25]1[CH:26]=[C:27]([C@H:31]([O:33][C:34](=[O:49])[NH:35][C:36]2[N:37]([C:42]3[CH:47]=[CH:46][C:45](Br)=[CH:44][CH:43]=3)[N:38]=[N:39][C:40]=2[CH3:41])[CH3:32])[CH:28]=[CH:29][CH:30]=1.COC1C=CC=C(OC)C=1C1C=CC=CC=1P(C1CCCCC1)C1CCCCC1.P([O-])([O-])([O-])=O.[K+].[K+].[K+], predict the reaction product. The product is: [CH3:1][O:2][C:3]([C:5]1([C:8]2[CH:9]=[CH:10][C:11]([C:45]3[CH:44]=[CH:43][C:42]([N:37]4[C:36]([NH:35][C:34]([O:33][C@@H:31]([C:27]5[CH:28]=[CH:29][CH:30]=[C:25]([C:24]([F:23])([F:50])[F:51])[CH:26]=5)[CH3:32])=[O:49])=[C:40]([CH3:41])[N:39]=[N:38]4)=[CH:47][CH:46]=3)=[CH:12][CH:13]=2)[CH2:6][CH2:7]1)=[O:4]. (4) Given the reactants [F:1][C:2]([F:32])([F:31])[C:3]1[CH:4]=[C:5]([NH:13][NH:14][C:15](=[O:30])[CH:16]([C:23]2[CH:28]=[CH:27][CH:26]=[CH:25][C:24]=2[Cl:29])[N:17]2[CH2:22][CH2:21][NH:20][CH2:19][CH2:18]2)[CH:6]=[C:7]([C:9]([F:12])([F:11])[F:10])[CH:8]=1.Cl.CN1CCN(CC(O)=O)CC1.Cl.CCOCC, predict the reaction product. The product is: [ClH:29].[F:32][C:2]([F:1])([F:31])[C:3]1[CH:4]=[C:5]([NH:13][NH:14][C:15](=[O:30])[CH:16]([C:23]2[CH:28]=[CH:27][CH:26]=[CH:25][C:24]=2[Cl:29])[N:17]2[CH2:22][CH2:21][NH:20][CH2:19][CH2:18]2)[CH:6]=[C:7]([C:9]([F:10])([F:12])[F:11])[CH:8]=1.